From a dataset of Catalyst prediction with 721,799 reactions and 888 catalyst types from USPTO. Predict which catalyst facilitates the given reaction. (1) Reactant: [CH3:1][O:2][C:3]1[CH:4]=[C:5]([CH:15]=[CH:16][C:17]=1[O:18][CH3:19])[C:6]([NH:8][C:9]1[CH:14]=[CH:13][CH:12]=[CH:11][CH:10]=1)=[O:7].[OH-].[K+].[CH3:22][C:23]1C=CC(S(OCCC=C)(=O)=O)=[CH:25][CH:24]=1. Product: [CH2:25]([N:8]([C:9]1[CH:14]=[CH:13][CH:12]=[CH:11][CH:10]=1)[C:6](=[O:7])[C:5]1[CH:15]=[CH:16][C:17]([O:18][CH3:19])=[C:3]([O:2][CH3:1])[CH:4]=1)[CH2:24][CH:23]=[CH2:22]. The catalyst class is: 197. (2) Reactant: C[O:2][C:3](=[O:21])[C:4]1[CH:9]=[CH:8][C:7]([CH2:10][NH:11][C:12]2[S:13][C:14]3[CH:20]=[CH:19][CH:18]=[CH:17][C:15]=3[N:16]=2)=[CH:6][CH:5]=1.[Li+].[OH-].Cl. Product: [S:13]1[C:14]2[CH:20]=[CH:19][CH:18]=[CH:17][C:15]=2[N:16]=[C:12]1[NH:11][CH2:10][C:7]1[CH:8]=[CH:9][C:4]([C:3]([OH:21])=[O:2])=[CH:5][CH:6]=1. The catalyst class is: 12. (3) Reactant: Cl[C:2]1[N:7]=[N:6][C:5]([N:8]2[CH2:13][CH2:12][C:11]3([CH2:18][CH2:17][N:16]([CH:19]4[CH2:22][CH2:21][CH2:20]4)[CH2:15][CH2:14]3)[CH2:10][CH2:9]2)=[CH:4][CH:3]=1.[CH3:23][O-:24].[Na+]. Product: [CH:19]1([N:16]2[CH2:17][CH2:18][C:11]3([CH2:12][CH2:13][N:8]([C:5]4[N:6]=[N:7][C:2]([O:24][CH3:23])=[CH:3][CH:4]=4)[CH2:9][CH2:10]3)[CH2:14][CH2:15]2)[CH2:22][CH2:21][CH2:20]1. The catalyst class is: 5. (4) Reactant: [F:1][C:2]1[N:7]=[CH:6][C:5]([NH:8][C:9]([C@@H:11]2[CH2:15][CH2:14][CH2:13][N:12]2[C:16]2[N:17]=[C:18]([NH:25][C:26]3[CH:30]=[C:29]([CH:31]([CH3:33])[CH3:32])[NH:28][N:27]=3)[C:19]3[CH2:24][CH2:23][CH2:22][C:20]=3[N:21]=2)=[O:10])=[CH:4][CH:3]=1.NC(N)=[O:36].OO.FC(F)(F)C(OC(=O)C(F)(F)F)=O. The catalyst class is: 754. Product: [F:1][C:2]1[CH:3]=[CH:4][C:5]([NH:8][C:9]([C@@H:11]2[CH2:15][CH2:14][CH2:13][N:12]2[C:16]2[N:17]=[C:18]([NH:25][C:26]3[CH:30]=[C:29]([CH:31]([CH3:33])[CH3:32])[NH:28][N:27]=3)[C:19]3[CH2:24][CH2:23][CH2:22][C:20]=3[N:21]=2)=[O:10])=[CH:6][N+:7]=1[O-:36]. (5) Reactant: [S:1]1[CH:5]=[CH:4][N:3]=[C:2]1[C:6]1(O)[CH2:15][CH2:14][C:9]2([O:13][CH2:12][CH2:11][O:10]2)[CH2:8][CH2:7]1.C(N(S(F)(F)[F:23])CC)C. Product: [F:23][C:6]1([C:2]2[S:1][CH:5]=[CH:4][N:3]=2)[CH2:15][CH2:14][C:9]2([O:13][CH2:12][CH2:11][O:10]2)[CH2:8][CH2:7]1. The catalyst class is: 2. (6) Reactant: [NH2:1][C:2]1[CH:9]=[C:8]([C:10]2[O:11][CH:12]=[CH:13][CH:14]=2)[C:5]([C:6]#[N:7])=[C:4]([S:15][CH3:16])[N:3]=1.C1(C2[O:25]N2S(C2C=CC=CC=2)(=O)=O)C=CC=CC=1. Product: [NH2:1][C:2]1[CH:9]=[C:8]([C:10]2[O:11][CH:12]=[CH:13][CH:14]=2)[C:5]([C:6]#[N:7])=[C:4]([S:15]([CH3:16])=[O:25])[N:3]=1. The catalyst class is: 4. (7) The catalyst class is: 498. Product: [CH:26]1([C:2]2[CH:3]=[CH:4][C:5]([S:8]([NH:11][C:12]3[CH:17]=[CH:16][C:15]([C@@H:18]4[CH2:22][CH2:21][N:20]([CH2:23][CH2:24][CH3:25])[CH2:19]4)=[CH:14][CH:13]=3)(=[O:9])=[O:10])=[CH:6][CH:7]=2)[CH2:28][CH2:27]1. Reactant: Br[C:2]1[CH:7]=[CH:6][C:5]([S:8]([NH:11][C:12]2[CH:17]=[CH:16][C:15]([C@@H:18]3[CH2:22][CH2:21][N:20]([CH2:23][CH2:24][CH3:25])[CH2:19]3)=[CH:14][CH:13]=2)(=[O:10])=[O:9])=[CH:4][CH:3]=1.[CH:26]1(B(O)O)[CH2:28][CH2:27]1.P([O-])([O-])([O-])=O.[K+].[K+].[K+].